This data is from Forward reaction prediction with 1.9M reactions from USPTO patents (1976-2016). The task is: Predict the product of the given reaction. Given the reactants [CH2:1]1[O:11][C:10]2[CH:9]=[CH:8][C:5]([CH2:6][NH2:7])=[CH:4][C:3]=2[O:2]1.Cl.C1OC2C=CC(CN)=CC=2O1.[CH:24]1[N:29]=[C:28](Cl)[C:27]2[N:31]=[CH:32][N:33]([C@@H:34]3[O:38][C@H:37]([CH2:39][OH:40])[C@@H:36]([OH:41])[C@H:35]3[OH:42])[C:26]=2[N:25]=1.C(N(CC)CC)C, predict the reaction product. The product is: [CH2:1]1[O:11][C:10]2[CH:9]=[CH:8][C:5]([CH2:6][NH:7][C:28]3[C:27]4[N:31]=[CH:32][N:33]([C:26]=4[N:25]=[CH:24][N:29]=3)[C@@H:34]3[O:38][C@H:37]([CH2:39][OH:40])[C@@H:36]([OH:41])[C@H:35]3[OH:42])=[CH:4][C:3]=2[O:2]1.